Dataset: Peptide-MHC class II binding affinity with 134,281 pairs from IEDB. Task: Regression. Given a peptide amino acid sequence and an MHC pseudo amino acid sequence, predict their binding affinity value. This is MHC class II binding data. (1) The MHC is DRB5_0101 with pseudo-sequence DRB5_0101. The peptide sequence is TIIKALGALDSPREI. The binding affinity (normalized) is 0.770. (2) The peptide sequence is GAGLAGAAIGSVGLGKVLID. The MHC is DRB1_0404 with pseudo-sequence DRB1_0404. The binding affinity (normalized) is 0.493. (3) The peptide sequence is QDPKNVYQRGTHPFS. The MHC is HLA-DQA10201-DQB10402 with pseudo-sequence YNFHERXFATVLHILFFGGTYYDIEDSTVHLETT. The binding affinity (normalized) is 0. (4) The peptide sequence is GFKAAVAAAASVP. The MHC is DRB1_0101 with pseudo-sequence DRB1_0101. The binding affinity (normalized) is 1.00.